This data is from Full USPTO retrosynthesis dataset with 1.9M reactions from patents (1976-2016). The task is: Predict the reactants needed to synthesize the given product. Given the product [CH2:22]([C:18]([NH:17][C:15]([C:7]1[CH:6]=[CH:5][C:4]([CH:1]2[CH2:3][CH2:2]2)=[C:9]([O:10][CH2:11][CH:12]2[CH2:13][CH2:14]2)[N:8]=1)=[O:16])([C:19](=[O:21])[NH:30][CH2:29][CH2:28][O:27][CH3:26])[CH2:24][CH3:25])[CH3:23], predict the reactants needed to synthesize it. The reactants are: [CH:1]1([C:4]2[CH:5]=[CH:6][C:7]([C:15]([NH:17][C:18]([CH2:24][CH3:25])([CH2:22][CH3:23])[C:19]([OH:21])=O)=[O:16])=[N:8][C:9]=2[O:10][CH2:11][CH:12]2[CH2:14][CH2:13]2)[CH2:3][CH2:2]1.[CH3:26][O:27][CH2:28][CH2:29][NH2:30].